This data is from Catalyst prediction with 721,799 reactions and 888 catalyst types from USPTO. The task is: Predict which catalyst facilitates the given reaction. (1) Reactant: [CH3:1][CH:2]([C:15](=O)[CH2:16][CH2:17][CH3:18])[C:3]([C:5]1[CH:10]=[CH:9][CH:8]=[C:7]([C:11]([F:14])([F:13])[F:12])[CH:6]=1)=O.[NH2:20][C:21]([NH2:23])=[O:22].Cl. Product: [CH3:1][C:2]1[C:3]([C:5]2[CH:10]=[CH:9][CH:8]=[C:7]([C:11]([F:14])([F:13])[F:12])[CH:6]=2)=[N:20][C:21](=[O:22])[NH:23][C:15]=1[CH2:16][CH2:17][CH3:18]. The catalyst class is: 8. (2) Reactant: Cl[CH2:2][C:3]1[S:7][C:6]([C:8]2[CH:13]=[CH:12][C:11]([C:14]([F:17])([F:16])[F:15])=[CH:10][CH:9]=2)=[N:5][C:4]=1[CH2:18][CH2:19][C:20]1[CH:25]=[CH:24][CH:23]=[CH:22][CH:21]=1.[CH2:26]([O:28][C:29](=[O:40])[CH2:30][O:31][C:32]1[CH:37]=[CH:36][C:35]([SH:38])=[CH:34][C:33]=1[CH3:39])[CH3:27].C([O-])([O-])=O.[Cs+].[Cs+]. Product: [CH2:26]([O:28][C:29](=[O:40])[CH2:30][O:31][C:32]1[CH:37]=[CH:36][C:35]([S:38][CH2:2][C:3]2[S:7][C:6]([C:8]3[CH:13]=[CH:12][C:11]([C:14]([F:17])([F:16])[F:15])=[CH:10][CH:9]=3)=[N:5][C:4]=2[CH2:18][CH2:19][C:20]2[CH:25]=[CH:24][CH:23]=[CH:22][CH:21]=2)=[CH:34][C:33]=1[CH3:39])[CH3:27]. The catalyst class is: 10. (3) Product: [C:26]([O:29][CH2:30][C:31]([N:14]1[CH2:13][CH2:12][CH:11]([C:3]2[CH:4]=[C:5]([I:10])[C:6]([O:8][CH3:9])=[CH:7][C:2]=2[F:1])[CH2:16][CH2:15]1)=[O:32])(=[O:28])[CH3:27]. The catalyst class is: 3. Reactant: [F:1][C:2]1[CH:7]=[C:6]([O:8][CH3:9])[C:5]([I:10])=[CH:4][C:3]=1[CH:11]1[CH2:16][CH2:15][NH:14][CH2:13][CH2:12]1.C(N(CC)C(C)C)(C)C.[C:26]([O:29][CH2:30][C:31](Cl)=[O:32])(=[O:28])[CH3:27]. (4) Reactant: [F:1][C:2]1[C:7]([OH:8])=[C:6]([F:9])[C:5]([F:10])=[C:4]([F:11])[C:3]=1[F:12].C(N(CC)CC)C.[CH2:20]=[C:21]([C:26](OS(F)(=O)=O)([F:28])[F:27])[C:22]([F:25])([F:24])[F:23]. Product: [CH2:20]=[C:21]([C:26]([O:8][C:7]1[C:6]([F:9])=[C:5]([F:10])[C:4]([F:11])=[C:3]([F:12])[C:2]=1[F:1])([F:28])[F:27])[C:22]([F:25])([F:24])[F:23]. The catalyst class is: 27. (5) Reactant: C([O:8][C:9]1[C:14]([O:15][CH3:16])=[CH:13][CH:12]=[CH:11][C:10]=1/[CH:17]=[CH:18]/[C:19]([O:21][CH2:22][CH3:23])=[O:20])C1C=CC=CC=1. Product: [OH:8][C:9]1[C:14]([O:15][CH3:16])=[CH:13][CH:12]=[CH:11][C:10]=1[CH2:17][CH2:18][C:19]([O:21][CH2:22][CH3:23])=[O:20]. The catalyst class is: 481. (6) Reactant: [Si]([O:8][C@@H:9]1[CH2:12][C@H:11]([CH:13]([NH:15]S(C(C)(C)C)=O)[CH3:14])[CH2:10]1)(C(C)(C)C)(C)C.[ClH:22]. Product: [ClH:22].[NH2:15][CH:13]([C@@H:11]1[CH2:12][C@H:9]([OH:8])[CH2:10]1)[CH3:14]. The catalyst class is: 5.